This data is from Reaction yield outcomes from USPTO patents with 853,638 reactions. The task is: Predict the reaction yield, written as a fraction of the theoretical maximum amount of product (1.0 means a 100% yield; for example, 0.34 means a 34% yield). (1) The reactants are C[O:2][C:3](=O)[C:4]1[CH:9]=[CH:8][C:7]([NH:10][C:11](=[O:34])[CH:12]([C:20]2[CH:25]=[CH:24][C:23]([S:26]([CH3:29])(=[O:28])=[O:27])=[C:22]([C:30]([F:33])([F:32])[F:31])[CH:21]=2)[CH2:13][CH:14]2[CH2:19][CH2:18][CH2:17][CH2:16][O:15]2)=[N:6][CH:5]=1.[H-].[Al+3].[Li+].[H-].[H-].[H-]. The catalyst is C(OCC)C. The product is [OH:2][CH2:3][C:4]1[CH:9]=[CH:8][C:7]([NH:10][C:11](=[O:34])[CH:12]([C:20]2[CH:25]=[CH:24][C:23]([S:26]([CH3:29])(=[O:28])=[O:27])=[C:22]([C:30]([F:32])([F:33])[F:31])[CH:21]=2)[CH2:13][CH:14]2[CH2:19][CH2:18][CH2:17][CH2:16][O:15]2)=[N:6][CH:5]=1. The yield is 0.360. (2) The reactants are [Cl:1][C:2]1[CH:14]=[C:13](/[CH:15]=[CH:16]/[CH3:17])[CH:12]=[CH:11][C:3]=1[C:4]([N:6]([CH2:9][CH3:10])[CH2:7][CH3:8])=[O:5].[H][H]. The catalyst is C(O)C.[Pd]. The product is [Cl:1][C:2]1[CH:14]=[C:13]([CH2:15][CH2:16][CH3:17])[CH:12]=[CH:11][C:3]=1[C:4]([N:6]([CH2:7][CH3:8])[CH2:9][CH3:10])=[O:5]. The yield is 0.670. (3) The reactants are [Cl:1][C:2]1[CH:8]=[C:7]([O:9][C:10]2[C:11]3[N:18]([CH3:19])[CH:17]=[CH:16][C:12]=3[N:13]=[CH:14][N:15]=2)[CH:6]=[CH:5][C:3]=1[NH2:4].C(N(CC)CC)C.ClC(Cl)(O[C:31](=[O:37])OC(Cl)(Cl)Cl)Cl.Cl.[F:40][C:41]([F:46])([F:45])[CH2:42][CH2:43][NH2:44]. The catalyst is ClCCl. The product is [Cl:1][C:2]1[CH:8]=[C:7]([O:9][C:10]2[C:11]3[N:18]([CH3:19])[CH:17]=[CH:16][C:12]=3[N:13]=[CH:14][N:15]=2)[CH:6]=[CH:5][C:3]=1[NH:4][C:31]([NH:44][CH2:43][CH2:42][C:41]([F:46])([F:45])[F:40])=[O:37]. The yield is 0.570. (4) The reactants are Cl[C:2]1[N:7]=[C:6]([Cl:8])[CH:5]=[CH:4][N:3]=1.[N+:9]([C:12]1[CH:17]=[CH:16][C:15]([OH:18])=[CH:14][CH:13]=1)([O-:11])=[O:10].C(=O)([O-])[O-].[K+].[K+]. The catalyst is CN(C)C=O.CCCCCC.C(OCC)(=O)C.O. The product is [Cl:8][C:6]1[CH:5]=[C:4]([O:18][C:15]2[CH:16]=[CH:17][C:12]([N+:9]([O-:11])=[O:10])=[CH:13][CH:14]=2)[N:3]=[CH:2][N:7]=1. The yield is 0.770. (5) The reactants are Br[C:2]1[N:10]([CH2:11][C:12]2[CH:17]=[CH:16][C:15]([Cl:18])=[CH:14][CH:13]=2)[C:9]2[C:8](=[O:19])[N:7]([CH2:20][CH2:21][CH2:22][O:23][CH:24]3[CH2:29][CH2:28][CH2:27][CH2:26][O:25]3)[C:6](=[O:30])[N:5]([CH3:31])[C:4]=2[N:3]=1.[CH3:32][C:33]1[N:38]=[CH:37][C:36]([OH:39])=[CH:35][CH:34]=1.C(=O)([O-])[O-].[K+].[K+]. The catalyst is CN(C=O)C. The product is [Cl:18][C:15]1[CH:16]=[CH:17][C:12]([CH2:11][N:10]2[C:9]3[C:8](=[O:19])[N:7]([CH2:20][CH2:21][CH2:22][O:23][CH:24]4[CH2:29][CH2:28][CH2:27][CH2:26][O:25]4)[C:6](=[O:30])[N:5]([CH3:31])[C:4]=3[N:3]=[C:2]2[O:39][C:36]2[CH:37]=[N:38][C:33]([CH3:32])=[CH:34][CH:35]=2)=[CH:13][CH:14]=1. The yield is 0.750. (6) The reactants are C([O:3][C:4](=[O:9])[CH2:5][CH:6]([NH2:8])[CH3:7])C.I[C:11]1[CH:19]=[CH:18][C:14]2[N:15]=[CH:16][S:17][C:13]=2[CH:12]=1.C(=O)([O-])[O-].[K+].[K+].CO. The catalyst is CN(C=O)C.C(Cl)(Cl)Cl.[Cu](I)I. The product is [S:17]1[C:13]2[CH:12]=[C:11]([NH:8][CH:6]([CH3:7])[CH2:5][C:4]([OH:3])=[O:9])[CH:19]=[CH:18][C:14]=2[N:15]=[CH:16]1. The yield is 0.222.